This data is from Antibody developability classification from SAbDab with 2,409 antibodies. The task is: Regression/Classification. Given an antibody's heavy chain and light chain sequences, predict its developability. TAP uses regression for 5 developability metrics; SAbDab uses binary classification. (1) The antibody is ['EVQLVQSGAEVKKPGESLKISCKGSGYSFTNYWVGWVRQMPGKGLEWMGFIDPSDSYTNYAPSFQGQVTISADKSISTAYLQWSSLKASDTAMYYCARELYQGYMDTFDSWGQGTLVTVSS', 'DIQMTQSPSSLSASVGDRVTITCRASQSIGLYLAWYQQKPGKAPKLLIYAASSLQSGVPSRFSGSGSGTDFTLTISSLQPEDFATYYCQQGNTLSYTFGQGTKVEIK']. Result: 0 (not developable). (2) The antibody is ['EVQLVQSGAEVKKPGASVKVSCKASGYTFTSYAIHWVRQAPGQRLEWMGWIKAGNGNTRYSQKFQDRVTITRDTSTTTAYMELSSLRSEDTAVYYCALLTVLTPDDAFDIWGQGTMVTVSS', 'DIVMTQSPDSLAVSLGERATINCKSSQSVLYSSNNKNYLAWYQQKPGQPPNLLIYWASTRQSGVPDRFSGSGSGTDFTLTISSLQAEDVAVYYCHQYYSSPLTFGGGTKVEIK']. Result: 1 (developable).